From a dataset of NCI-60 drug combinations with 297,098 pairs across 59 cell lines. Regression. Given two drug SMILES strings and cell line genomic features, predict the synergy score measuring deviation from expected non-interaction effect. Drug 1: CC(CN1CC(=O)NC(=O)C1)N2CC(=O)NC(=O)C2. Drug 2: C1CN(P(=O)(OC1)NCCCl)CCCl. Cell line: HL-60(TB). Synergy scores: CSS=61.4, Synergy_ZIP=-0.865, Synergy_Bliss=0.216, Synergy_Loewe=-24.3, Synergy_HSA=-1.25.